Task: Predict the product of the given reaction.. Dataset: Forward reaction prediction with 1.9M reactions from USPTO patents (1976-2016) (1) The product is: [Br:17][C:12]1[CH:13]=[C:14]2[C:9](=[CH:10][CH:11]=1)[N:8]=[C:7]([NH:18][C:19]1[CH:24]=[CH:23][CH:22]=[CH:21][CH:20]=1)[C:6]([C:4]([OH:5])=[O:3])=[C:15]2[Cl:16]. Given the reactants C([O:3][C:4]([C:6]1[C:7]([NH:18][C:19]2[CH:24]=[CH:23][CH:22]=[CH:21][CH:20]=2)=[N:8][C:9]2[C:14]([C:15]=1[Cl:16])=[CH:13][C:12]([Br:17])=[CH:11][CH:10]=2)=[O:5])C.Cl, predict the reaction product. (2) Given the reactants C1(P(C2C=CC=CC=2)C2C=CC=CC=2)C=CC=CC=1.[I:20]I.O[CH2:23][C:24]#[C:25][CH2:26][O:27][CH2:28][C:29]#[N:30].N1C=CN=C1, predict the reaction product. The product is: [I:20][CH2:23][C:24]#[C:25][CH2:26][O:27][CH2:28][C:29]#[N:30]. (3) Given the reactants [CH2:1]([O:4][C:5]1[C:6](=[O:12])[CH:7]=[CH:8][C:9](=[O:11])[CH:10]=1)[CH:2]=[CH2:3].[CH:13]([C:15]1[CH2:20][CH2:19][CH2:18][CH2:17][CH:16]=1)=[CH2:14].C(N(CC)CC)C, predict the reaction product. The product is: [CH2:1]([O:4][C:5]1[C:6](=[O:12])[C:7]2[C:8](=[CH:14][CH:13]=[C:15]3[C:16]=2[CH2:17][CH2:18][CH2:19][CH2:20]3)[C:9](=[O:11])[CH:10]=1)[CH:2]=[CH2:3]. (4) Given the reactants [C:1]([N:4]1[C:12]2[C:7](=[CH:8][CH:9]=[CH:10][CH:11]=2)[C:6](=[C:13](O)[C:14]2[CH:19]=[CH:18][CH:17]=[CH:16][CH:15]=2)[C:5]1=[O:21])(=[O:3])[CH3:2].P(Cl)(Cl)(Cl)(Cl)[Cl:23], predict the reaction product. The product is: [C:1]([N:4]1[C:12]2[C:7](=[CH:8][CH:9]=[CH:10][CH:11]=2)[C:6](=[C:13]([Cl:23])[C:14]2[CH:19]=[CH:18][CH:17]=[CH:16][CH:15]=2)[C:5]1=[O:21])(=[O:3])[CH3:2]. (5) Given the reactants [CH3:1][O:2][C:3]([N:5]1[CH2:10][CH2:9][CH:8]([C:11]([OH:13])=O)[CH2:7][CH:6]1[C:14]1[CH:19]=[C:18]([F:20])[C:17]([F:21])=[CH:16][C:15]=1[F:22])=[O:4].N1(C(N2C=CN=C2)=O)C=CN=C1.[CH2:35]([O:37][C:38](=[O:43])[CH2:39]C([O-])=O)[CH3:36].[K+].[Cl-].[Mg+2].[Cl-].Cl, predict the reaction product. The product is: [CH2:35]([O:37][C:38](=[O:43])[CH2:39][C:11]([C@H:8]1[CH2:9][CH2:10][N:5]([C:3]([O:2][CH3:1])=[O:4])[C@@H:6]([C:14]2[CH:19]=[C:18]([F:20])[C:17]([F:21])=[CH:16][C:15]=2[F:22])[CH2:7]1)=[O:13])[CH3:36]. (6) Given the reactants [C:1]([C:5]1[CH:10]=[CH:9][C:8](Br)=[CH:7][CH:6]=1)([CH3:4])([CH3:3])[CH3:2].[CH2:12]([NH2:18])[CH2:13][CH2:14][CH2:15][CH2:16][CH3:17].[CH3:19][C:20]([CH3:23])([O-])[CH3:21].[Na+], predict the reaction product. The product is: [C:1]([C:5]1[CH:10]=[CH:9][C:8]([N:18]([CH2:2][CH2:1][CH2:5][CH2:6][CH2:7][CH3:8])[C:12]2[CH:17]=[CH:16][C:15]([C:20]([CH3:23])([CH3:21])[CH3:19])=[CH:14][CH:13]=2)=[CH:7][CH:6]=1)([CH3:4])([CH3:3])[CH3:2]. (7) The product is: [CH3:19][C:13]1[CH:14]=[C:15]([CH3:18])[CH:16]=[CH:17][C:12]=1[C:6]1([NH2:5])[CH2:7][CH2:8][O:9][CH2:10][CH2:11]1. Given the reactants ClCC([NH:5][C:6]1([C:12]2[CH:17]=[CH:16][C:15]([CH3:18])=[CH:14][C:13]=2[CH3:19])[CH2:11][CH2:10][O:9][CH2:8][CH2:7]1)=O.NC(N)=S.O.[OH-].[Na+], predict the reaction product.